Dataset: Reaction yield outcomes from USPTO patents with 853,638 reactions. Task: Predict the reaction yield, written as a fraction of the theoretical maximum amount of product (1.0 means a 100% yield; for example, 0.34 means a 34% yield). The reactants are FC(F)(F)C(O)=O.FC(F)(F)C(O)=O.[NH2:15][CH2:16][C@H:17]1[CH2:22][CH2:21][C@H:20]([N:23]2[C:27]3=[C:28]4[S:34][CH:33]=[CH:32][C:29]4=[N:30][CH:31]=[C:26]3[N:25]=[C:24]2[C@H:35]([OH:37])[CH3:36])[CH2:19][CH2:18]1.C(N(CC)CC)C.Cl[C:46]([O:48][CH:49]([CH3:51])[CH3:50])=[O:47]. The catalyst is C(Cl)Cl.C1(C)C=CC=CC=1. The product is [CH:49]([O:48][C:46](=[O:47])[NH:15][CH2:16][C@H:17]1[CH2:22][CH2:21][C@H:20]([N:23]2[C:27]3=[C:28]4[S:34][CH:33]=[CH:32][C:29]4=[N:30][CH:31]=[C:26]3[N:25]=[C:24]2[C@H:35]([OH:37])[CH3:36])[CH2:19][CH2:18]1)([CH3:51])[CH3:50]. The yield is 0.0700.